Dataset: Catalyst prediction with 721,799 reactions and 888 catalyst types from USPTO. Task: Predict which catalyst facilitates the given reaction. (1) Reactant: [NH2:1][C:2]1[CH:3]=[C:4]2[C:9](=[CH:10][CH:11]=1)[C:8]([OH:12])=[CH:7][CH:6]=[CH:5]2.[H-].[Na+].I[CH3:16]. Product: [CH3:16][O:12][C:8]1[CH:7]=[CH:6][CH:5]=[C:4]2[C:9]=1[CH:10]=[CH:11][C:2]([NH2:1])=[CH:3]2. The catalyst class is: 3. (2) Reactant: [Cl:1][C:2]1[CH:7]=[CH:6][C:5]([N:8]2[C:16](=[O:17])[C:15]3[N:14]=[CH:13][N:12]([C:18]4[CH:19]=[C:20]([NH:24][S:25]([CH3:28])(=[O:27])=[O:26])[CH:21]=[CH:22][CH:23]=4)[C:11]=3[N:10]=[C:9]2[C:29]2[CH:34]=[CH:33][C:32](B3OC(C)(C)C(C)(C)O3)=[CH:31][CH:30]=2)=[CH:4][CH:3]=1.[NH2:44][C:45]1[CH:50]=[CH:49][C:48](Br)=[CH:47][N:46]=1.C(=O)([O-])[O-].[Cs+].[Cs+]. Product: [NH2:44][C:45]1[N:46]=[CH:47][C:48]([C:32]2[CH:33]=[CH:34][C:29]([C:9]3[N:8]([C:5]4[CH:4]=[CH:3][C:2]([Cl:1])=[CH:7][CH:6]=4)[C:16](=[O:17])[C:15]4[N:14]=[CH:13][N:12]([C:18]5[CH:19]=[C:20]([NH:24][S:25]([CH3:28])(=[O:27])=[O:26])[CH:21]=[CH:22][CH:23]=5)[C:11]=4[N:10]=3)=[CH:30][CH:31]=2)=[CH:49][CH:50]=1. The catalyst class is: 423. (3) Reactant: [Cl-].O[NH3+:3].[C:4](=[O:7])([O-])[OH:5].[Na+].CS(C)=O.[CH2:13]([C:15]1[N:16]=[C:17]([CH2:45][CH2:46][CH3:47])[N:18]([CH2:30][C:31]2[CH:36]=[CH:35][C:34]([C:37]3[C:38]([C:43]#[N:44])=[CH:39][CH:40]=[CH:41][CH:42]=3)=[CH:33][CH:32]=2)[C:19](=[O:29])[C:20]=1[C:21]([N:23]1[CH2:28][CH2:27][O:26][CH2:25][CH2:24]1)=[O:22])[CH3:14]. Product: [CH2:13]([C:15]1[N:16]=[C:17]([CH2:45][CH2:46][CH3:47])[N:18]([CH2:30][C:31]2[CH:36]=[CH:35][C:34]([C:37]3[CH:42]=[CH:41][CH:40]=[CH:39][C:38]=3[C:43]3[NH:3][C:4](=[O:7])[O:5][N:44]=3)=[CH:33][CH:32]=2)[C:19](=[O:29])[C:20]=1[C:21]([N:23]1[CH2:24][CH2:25][O:26][CH2:27][CH2:28]1)=[O:22])[CH3:14]. The catalyst class is: 6. (4) Reactant: [C:1]([C:3]1[CH:4]=[C:5]([C:13]2[S:17][C:16]([N:18]3[CH:33]=[C:21]4[CH2:22][N:23]([CH2:26][CH2:27][C:28]([O:30]CC)=[O:29])[CH2:24][CH2:25][C:20]4=[N:19]3)=[N:15][N:14]=2)[CH:6]=[CH:7][C:8]=1[O:9][CH:10]([CH3:12])[CH3:11])#[N:2].[Li+].[OH-]. Product: [C:1]([C:3]1[CH:4]=[C:5]([C:13]2[S:17][C:16]([N:18]3[CH:33]=[C:21]4[CH2:22][N:23]([CH2:26][CH2:27][C:28]([OH:30])=[O:29])[CH2:24][CH2:25][C:20]4=[N:19]3)=[N:15][N:14]=2)[CH:6]=[CH:7][C:8]=1[O:9][CH:10]([CH3:11])[CH3:12])#[N:2]. The catalyst class is: 249. (5) Reactant: [CH3:1][N:2]([CH2:13][C:14]1[NH:18][C:17]2[CH:19]=[CH:20][CH:21]=[C:22]([C:23](OC)=[O:24])[C:16]=2[N:15]=1)[CH:3]1[C:12]2[N:11]=[CH:10][CH:9]=[CH:8][C:7]=2[CH2:6][CH2:5][CH2:4]1.[H-].[Al+3].[Li+].[H-].[H-].[H-].CC(OI1(OC(C)=O)(OC(C)=O)OC(=O)C2C1=CC=CC=2)=O. Product: [CH3:1][N:2]([CH2:13][C:14]1[NH:18][C:17]2[CH:19]=[CH:20][CH:21]=[C:22]([CH:23]=[O:24])[C:16]=2[N:15]=1)[CH:3]1[C:12]2[N:11]=[CH:10][CH:9]=[CH:8][C:7]=2[CH2:6][CH2:5][CH2:4]1. The catalyst class is: 217. (6) The catalyst class is: 3. Product: [CH:32]1([NH:36][C:3](=[O:5])[CH:2]([OH:1])[C:6]2[CH:7]=[CH:8][C:9]([C:12]3[N:16]=[C:15]([C:17]4[O:21][N:20]=[C:19]([C:22]5[CH:23]=[CH:24][CH:25]=[CH:26][CH:27]=5)[C:18]=4[C:28]([F:30])([F:31])[F:29])[O:14][N:13]=3)=[CH:10][CH:11]=2)[CH2:35][CH2:34][CH2:33]1. Reactant: [OH:1][CH:2]([C:6]1[CH:11]=[CH:10][C:9]([C:12]2[N:16]=[C:15]([C:17]3[O:21][N:20]=[C:19]([C:22]4[CH:27]=[CH:26][CH:25]=[CH:24][CH:23]=4)[C:18]=3[C:28]([F:31])([F:30])[F:29])[O:14][N:13]=2)=[CH:8][CH:7]=1)[C:3]([OH:5])=O.[CH:32]1([NH2:36])[CH2:35][CH2:34][CH2:33]1.CN(C(ON1N=NC2C=CC=NC1=2)=[N+](C)C)C.F[P-](F)(F)(F)(F)F.CN1CCOCC1. (7) Reactant: [F:1][C:2]1[CH:7]=[CH:6][C:5]([N:8]2[CH:12]=[C:11]([C:13]3[CH2:14][CH2:15][N:16](C(OC(C)(C)C)=O)[CH2:17][CH:18]=3)[N:10]=[N:9]2)=[CH:4][CH:3]=1. Product: [F:1][C:2]1[CH:3]=[CH:4][C:5]([N:8]2[CH:12]=[C:11]([C:13]3[CH2:14][CH2:15][NH:16][CH2:17][CH:18]=3)[N:10]=[N:9]2)=[CH:6][CH:7]=1. The catalyst class is: 601. (8) Reactant: CI.[Cl:3][C:4]1[N:9]=[C:8]([NH:10][C:11]2[C:12]3[CH:13]=[N:14][N:15]([CH2:20][C:21]4[CH:26]=[CH:25][C:24]([O:27][CH3:28])=[CH:23][CH:22]=4)[C:16]=3[CH:17]=[CH:18][CH:19]=2)[CH:7]=[CH:6][N:5]=1.[C:29](=O)([O-])[O-].[K+].[K+]. Product: [Cl:3][C:4]1[N:9]=[C:8]([N:10]([CH3:29])[C:11]2[C:12]3[CH:13]=[N:14][N:15]([CH2:20][C:21]4[CH:26]=[CH:25][C:24]([O:27][CH3:28])=[CH:23][CH:22]=4)[C:16]=3[CH:17]=[CH:18][CH:19]=2)[CH:7]=[CH:6][N:5]=1. The catalyst class is: 3. (9) Reactant: C[O:2][C:3](=[O:17])[C:4]1[CH:9]=[CH:8][C:7]([N+:10]([O-:12])=[O:11])=[C:6]([O:13][CH:14]([CH3:16])[CH3:15])[CH:5]=1.[OH-].[Li+]. Product: [CH:14]([O:13][C:6]1[CH:5]=[C:4]([CH:9]=[CH:8][C:7]=1[N+:10]([O-:12])=[O:11])[C:3]([OH:17])=[O:2])([CH3:16])[CH3:15]. The catalyst class is: 5.